From a dataset of HIV replication inhibition screening data with 41,000+ compounds from the AIDS Antiviral Screen. Binary Classification. Given a drug SMILES string, predict its activity (active/inactive) in a high-throughput screening assay against a specified biological target. (1) The drug is COc1cnc(C2CCC3C4CC=C5CC(OC(C)=O)CCC5(C)C4CCC23C)s1. The result is 0 (inactive). (2) The compound is Clc1ccccc1CSc1ccc2nncc(SCc3ccccc3Cl)c2c1. The result is 0 (inactive). (3) The molecule is CN1CCCC(C#N)(c2ccccc2)CC1. The result is 0 (inactive). (4) The drug is CC(=O)Oc1ccc(C2(c3ccc(F)cc3)OC(=O)c3ccccc32)c(C)c1. The result is 0 (inactive). (5) The molecule is Cc1ccc(-n2c(N)c(C#N)c3c(c2=S)CCC3)cc1. The result is 0 (inactive). (6) The compound is Cc1cc(=O)oc2c3c(cc(OC(C)C)c12)OC(C)C(C)C3=O. The result is 0 (inactive). (7) The molecule is CC(=O)Nc1ccc2cc(C)c(O)nc2n1. The result is 0 (inactive).